Dataset: Catalyst prediction with 721,799 reactions and 888 catalyst types from USPTO. Task: Predict which catalyst facilitates the given reaction. The catalyst class is: 407. Product: [NH2:11][C:12]1[N:17]=[CH:16][C:15]2[C:18]([N:40]([CH2:48][CH3:49])[C:41](=[O:47])[O:42][C:43]([CH3:44])([CH3:45])[CH3:46])=[N:19][N:20]([C:21]([C:34]3[CH:35]=[CH:36][CH:37]=[CH:38][CH:39]=3)([C:28]3[CH:33]=[CH:32][CH:31]=[CH:30][CH:29]=3)[C:22]3[CH:23]=[CH:24][CH:25]=[CH:26][CH:27]=3)[C:14]=2[CH:13]=1. Reactant: C(OC([NH:11][C:12]1[N:17]=[CH:16][C:15]2[C:18]([N:40]([CH2:48][CH3:49])[C:41](=[O:47])[O:42][C:43]([CH3:46])([CH3:45])[CH3:44])=[N:19][N:20]([C:21]([C:34]3[CH:39]=[CH:38][CH:37]=[CH:36][CH:35]=3)([C:28]3[CH:33]=[CH:32][CH:31]=[CH:30][CH:29]=3)[C:22]3[CH:27]=[CH:26][CH:25]=[CH:24][CH:23]=3)[C:14]=2[CH:13]=1)=O)C1C=CC=CC=1.